This data is from Reaction yield outcomes from USPTO patents with 853,638 reactions. The task is: Predict the reaction yield, written as a fraction of the theoretical maximum amount of product (1.0 means a 100% yield; for example, 0.34 means a 34% yield). (1) The reactants are [CH:1]1[C:10]2[C:5](=[C:6](B(O)O)[CH:7]=[CH:8][CH:9]=2)[CH:4]=[CH:3][N:2]=1.[CH3:14][N:15]([CH3:39])[CH2:16][CH2:17][N:18]1[C:27]2[C@@:22]([CH3:37])([C@H:23]3[CH2:34][CH2:33][C@@:32]4([CH3:35])[C@@H:28]([CH2:29][CH:30]=[C:31]4I)[C@@H:24]3[CH2:25][CH:26]=2)[CH2:21][CH2:20][C:19]1=[O:38].O. The catalyst is O1CCOCC1.Cl[Pd](Cl)([P](C1C=CC=CC=1)(C1C=CC=CC=1)C1C=CC=CC=1)[P](C1C=CC=CC=1)(C1C=CC=CC=1)C1C=CC=CC=1. The product is [CH3:39][N:15]([CH3:14])[CH2:16][CH2:17][N:18]1[C:27]2[C@@:22]([CH3:37])([C@H:23]3[CH2:34][CH2:33][C@@:32]4([CH3:35])[C@@H:28]([CH2:29][CH:30]=[C:31]4[C:6]4[CH:7]=[CH:8][CH:9]=[C:10]5[C:5]=4[CH:4]=[CH:3][N:2]=[CH:1]5)[C@@H:24]3[CH2:25][CH:26]=2)[CH2:21][CH2:20][C:19]1=[O:38]. The yield is 0.210. (2) The reactants are [C:1]([C:4]1([NH:10][S:11]([CH2:14][C:15]2[CH:20]=[CH:19][C:18]([Cl:21])=[CH:17][CH:16]=2)(=[O:13])=[O:12])[CH2:9][CH2:8][CH2:7][CH2:6][CH2:5]1)(=O)[CH3:2].[H-].[Na+].I[CH3:25]. The catalyst is CN(C=O)C. The product is [Cl:21][C:18]1[CH:19]=[CH:20][C:15]([C:14]2[S:11](=[O:13])(=[O:12])[N:10]([CH3:25])[C:4]3([CH2:9][CH2:8][CH2:7][CH2:6][CH2:5]3)[C:1]=2[CH3:2])=[CH:16][CH:17]=1. The yield is 0.690. (3) The reactants are [CH:1]1[C:10]2[C:5](=[CH:6][CH:7]=[CH:8][CH:9]=2)[CH:4]=[C:3]([C:11]([NH:13][C:14]2[NH:18][C:17]3[CH:19]=[CH:20][CH:21]=[C:22]([C:23]([OH:25])=O)[C:16]=3[N:15]=2)=[O:12])[N:2]=1.CN(C(ON1N=NC2C=CC=CC1=2)=[N+](C)C)C.F[P-](F)(F)(F)(F)F.S(O)(O)(=O)=O.[NH2:55][C:56]1[NH:57][CH:58]=[CH:59][N:60]=1. The catalyst is CN(C=O)C.CCN(C(C)C)C(C)C.[OH-].[Na+].[Cl-].[Na+].O. The product is [NH:57]1[CH:58]=[CH:59][N:60]=[C:56]1[NH:55][C:23]([C:22]1[C:16]2[N:15]=[C:14]([NH:13][C:11]([C:3]3[N:2]=[CH:1][C:10]4[C:5]([CH:4]=3)=[CH:6][CH:7]=[CH:8][CH:9]=4)=[O:12])[NH:18][C:17]=2[CH:19]=[CH:20][CH:21]=1)=[O:25]. The yield is 0.210. (4) The reactants are [NH2:1][C:2]1[CH:11]=[CH:10][C:5]([C:6]([O:8][CH3:9])=[O:7])=[CH:4][C:3]=1[F:12].[CH:13]([CH:15]=[CH2:16])=O.C([O-])(O)=O.[Na+]. The product is [F:12][C:3]1[CH:4]=[C:5]([C:6]([O:8][CH3:9])=[O:7])[CH:10]=[C:11]2[C:2]=1[N:1]=[CH:16][CH:15]=[CH:13]2. The catalyst is Cl. The yield is 0.210.